Dataset: Peptide-MHC class II binding affinity with 134,281 pairs from IEDB. Task: Regression. Given a peptide amino acid sequence and an MHC pseudo amino acid sequence, predict their binding affinity value. This is MHC class II binding data. (1) The peptide sequence is AGYTPAAPAGAEPAGKATTE. The MHC is HLA-DPA10201-DPB10501 with pseudo-sequence HLA-DPA10201-DPB10501. The binding affinity (normalized) is 0. (2) The binding affinity (normalized) is 0.0677. The MHC is DRB1_0301 with pseudo-sequence DRB1_0301. The peptide sequence is LQFAKLTGFTLMGKG. (3) The peptide sequence is KPNDFMPTFAKAMEK. The MHC is HLA-DPA10301-DPB10402 with pseudo-sequence HLA-DPA10301-DPB10402. The binding affinity (normalized) is 0.822. (4) The peptide sequence is APTGMFVAAAKYMVI. The MHC is DRB1_1201 with pseudo-sequence DRB1_1201. The binding affinity (normalized) is 0.608. (5) The peptide sequence is VPRRGPRGGPGRSYA. The MHC is DRB1_0701 with pseudo-sequence DRB1_0701. The binding affinity (normalized) is 0. (6) The peptide sequence is TARLNSLGEAWTGGG. The MHC is HLA-DQA10501-DQB10201 with pseudo-sequence HLA-DQA10501-DQB10201. The binding affinity (normalized) is 0.476.